From a dataset of Reaction yield outcomes from USPTO patents with 853,638 reactions. Predict the reaction yield, written as a fraction of the theoretical maximum amount of product (1.0 means a 100% yield; for example, 0.34 means a 34% yield). (1) The product is [Br:1][C:2]1[CH:7]=[C:6]([N+:8]([O-:28])=[O:49])[C:5]([OH:15])=[C:4]([C:17]([CH3:20])([CH3:19])[CH3:18])[CH:3]=1. The catalyst is O1CCOCC1.CCOCC.O1CCCC1.C([O-])(O)=O.[Na+].C(OCC)(=O)C.C1C=CC([P]([Pd]([P](C2C=CC=CC=2)(C2C=CC=CC=2)C2C=CC=CC=2)([P](C2C=CC=CC=2)(C2C=CC=CC=2)C2C=CC=CC=2)[P](C2C=CC=CC=2)(C2C=CC=CC=2)C2C=CC=CC=2)(C2C=CC=CC=2)C2C=CC=CC=2)=CC=1. The yield is 0.510. The reactants are [Br:1][C:2]1[CH:3]=[C:4]([C:17]([CH3:20])([CH3:19])[CH3:18])[C:5]([O:15]C)=[C:6]([N:8]2CCC(O)CC2)[CH:7]=1.C([Sn](CCCC)(CCCC)C([O:28]CC)=C)CCC.[F-].[Cs+].BrN1C(=O)CCC1=O.[OH2:49]. (2) The reactants are O=[C:2]1[C:10]2[C:5](=[CH:6][C:7]([NH:11][C:12](=[O:18])[O:13][C:14]([CH3:17])([CH3:16])[CH3:15])=[CH:8][CH:9]=2)[CH2:4][CH2:3]1.[CH3:19][NH:20][CH3:21].C(O[BH-](OC(=O)C)OC(=O)C)(=O)C.[Na+]. The catalyst is C([O-])(O)=O.[Na+]. The product is [CH3:19][N:20]([CH3:21])[CH:2]1[C:10]2[C:5](=[CH:6][C:7]([NH:11][C:12](=[O:18])[O:13][C:14]([CH3:17])([CH3:16])[CH3:15])=[CH:8][CH:9]=2)[CH2:4][CH2:3]1. The yield is 0.540. (3) The reactants are [CH2:1]([O:3][C:4]([C:6]1[NH:7][C:8]([CH3:20])=[C:9]([C:12](=[O:19])[C:13]2[CH:18]=[CH:17][CH:16]=[CH:15][CH:14]=2)[C:10]=1[CH3:11])=[O:5])[CH3:2].C(O)(=[O:23])C.O. The catalyst is O1CCCC1. The product is [CH2:1]([O:3][C:4]([C:6]1[NH:7][C:8]([CH:20]=[O:23])=[C:9]([C:12](=[O:19])[C:13]2[CH:18]=[CH:17][CH:16]=[CH:15][CH:14]=2)[C:10]=1[CH3:11])=[O:5])[CH3:2]. The yield is 0.750.